Predict the product of the given reaction. From a dataset of Forward reaction prediction with 1.9M reactions from USPTO patents (1976-2016). (1) Given the reactants [C:1]([NH:9][CH2:10][CH2:11][N:12]1[C:20]2[CH:19]=[CH:18][CH:17]=[CH:16][C:15]=2[C:14]2[CH2:21][CH2:22][N:23](C(OC(C)(C)C)=O)[CH2:24][CH2:25][C:13]1=2)(=[O:8])[C:2]1[CH:7]=[CH:6][CH:5]=[CH:4][CH:3]=1.C(C(O)=O)(F)(F)F.C(Cl)[Cl:41], predict the reaction product. The product is: [ClH:41].[CH2:21]1[C:14]2[C:15]3[CH:16]=[CH:17][CH:18]=[CH:19][C:20]=3[N:12]([CH2:11][CH2:10][NH:9][C:1](=[O:8])[C:2]3[CH:3]=[CH:4][CH:5]=[CH:6][CH:7]=3)[C:13]=2[CH2:25][CH2:24][NH:23][CH2:22]1. (2) Given the reactants [NH:1]([C:22]([O:24][C:25]([CH3:28])([CH3:27])[CH3:26])=[O:23])[C@H:2]([C:18](OC)=[O:19])[CH2:3][CH2:4][CH2:5][CH2:6][NH:7][C:8]([O:10][CH2:11][C:12]1[CH:17]=[CH:16][CH:15]=[CH:14][CH:13]=1)=[O:9].[H-].C([Al+]CC(C)C)C(C)C.C(O)(=O)CC(CC(O)=O)(C(O)=O)O, predict the reaction product. The product is: [NH:1]([C:22]([O:24][C:25]([CH3:28])([CH3:27])[CH3:26])=[O:23])[C@H:2]([CH:18]=[O:19])[CH2:3][CH2:4][CH2:5][CH2:6][NH:7][C:8]([O:10][CH2:11][C:12]1[CH:13]=[CH:14][CH:15]=[CH:16][CH:17]=1)=[O:9]. (3) Given the reactants [CH2:1]([O:3][C:4]([C:6]1[C:14]2[C:9](=[CH:10][CH:11]=[C:12]([OH:15])[CH:13]=2)[N:8]([C:16]2[CH:21]=[CH:20][C:19]([O:22][CH:23]([CH3:25])[CH3:24])=[CH:18][CH:17]=2)[C:7]=1[CH2:26][C:27]([O:29][CH2:30][CH3:31])=[O:28])=[O:5])[CH3:2].[F:32][C:33]([F:45])([F:44])[O:34][C:35]1[CH:36]=[C:37](B(O)O)[CH:38]=[CH:39][CH:40]=1, predict the reaction product. The product is: [CH2:1]([O:3][C:4]([C:6]1[C:14]2[C:9](=[CH:10][CH:11]=[C:12]([O:15][C:37]3[CH:38]=[CH:39][CH:40]=[C:35]([O:34][C:33]([F:32])([F:44])[F:45])[CH:36]=3)[CH:13]=2)[N:8]([C:16]2[CH:21]=[CH:20][C:19]([O:22][CH:23]([CH3:24])[CH3:25])=[CH:18][CH:17]=2)[C:7]=1[CH2:26][C:27]([O:29][CH2:30][CH3:31])=[O:28])=[O:5])[CH3:2]. (4) Given the reactants [F:1][C:2]1[CH:9]=[CH:8][CH:7]=[CH:6][C:3]=1[CH:4]=O.[C:10]([O:16][CH2:17][CH2:18][O:19][CH3:20])(=[O:15])[CH2:11][C:12]([CH3:14])=[O:13].N1CCCCC1.C(O)(=O)C, predict the reaction product. The product is: [C:12]([C:11](=[CH:4][C:3]1[CH:6]=[CH:7][CH:8]=[CH:9][C:2]=1[F:1])[C:10]([O:16][CH2:17][CH2:18][O:19][CH3:20])=[O:15])(=[O:13])[CH3:14].